From a dataset of NCI-60 drug combinations with 297,098 pairs across 59 cell lines. Regression. Given two drug SMILES strings and cell line genomic features, predict the synergy score measuring deviation from expected non-interaction effect. (1) Drug 1: CC1=C(C(CCC1)(C)C)C=CC(=CC=CC(=CC(=O)O)C)C. Drug 2: CC1CCC2CC(C(=CC=CC=CC(CC(C(=O)C(C(C(=CC(C(=O)CC(OC(=O)C3CCCCN3C(=O)C(=O)C1(O2)O)C(C)CC4CCC(C(C4)OC)OCCO)C)C)O)OC)C)C)C)OC. Cell line: SF-268. Synergy scores: CSS=6.25, Synergy_ZIP=-5.57, Synergy_Bliss=-1.72, Synergy_Loewe=-6.20, Synergy_HSA=-0.463. (2) Drug 1: C(CCl)NC(=O)N(CCCl)N=O. Drug 2: CC1C(C(CC(O1)OC2CC(CC3=C2C(=C4C(=C3O)C(=O)C5=CC=CC=C5C4=O)O)(C(=O)C)O)N)O. Cell line: MDA-MB-435. Synergy scores: CSS=46.8, Synergy_ZIP=-5.12, Synergy_Bliss=-3.24, Synergy_Loewe=-32.6, Synergy_HSA=-1.17. (3) Drug 1: CC12CCC3C(C1CCC2=O)CC(=C)C4=CC(=O)C=CC34C. Drug 2: CC1=C(N=C(N=C1N)C(CC(=O)N)NCC(C(=O)N)N)C(=O)NC(C(C2=CN=CN2)OC3C(C(C(C(O3)CO)O)O)OC4C(C(C(C(O4)CO)O)OC(=O)N)O)C(=O)NC(C)C(C(C)C(=O)NC(C(C)O)C(=O)NCCC5=NC(=CS5)C6=NC(=CS6)C(=O)NCCC[S+](C)C)O. Cell line: UACC62. Synergy scores: CSS=30.9, Synergy_ZIP=-0.649, Synergy_Bliss=2.66, Synergy_Loewe=-1.98, Synergy_HSA=2.59. (4) Drug 1: CCC1(CC2CC(C3=C(CCN(C2)C1)C4=CC=CC=C4N3)(C5=C(C=C6C(=C5)C78CCN9C7C(C=CC9)(C(C(C8N6C)(C(=O)OC)O)OC(=O)C)CC)OC)C(=O)OC)O.OS(=O)(=O)O. Drug 2: COC1=C2C(=CC3=C1OC=C3)C=CC(=O)O2. Cell line: SF-539. Synergy scores: CSS=-3.33, Synergy_ZIP=1.82, Synergy_Bliss=1.87, Synergy_Loewe=-4.96, Synergy_HSA=-3.47. (5) Drug 1: CC12CCC(CC1=CCC3C2CCC4(C3CC=C4C5=CN=CC=C5)C)O. Drug 2: CN(C)C1=NC(=NC(=N1)N(C)C)N(C)C. Cell line: HCT116. Synergy scores: CSS=6.98, Synergy_ZIP=-1.35, Synergy_Bliss=-0.172, Synergy_Loewe=-5.87, Synergy_HSA=-1.00. (6) Synergy scores: CSS=7.57, Synergy_ZIP=0.649, Synergy_Bliss=3.84, Synergy_Loewe=-4.35, Synergy_HSA=1.04. Drug 1: C1CCN(CC1)CCOC2=CC=C(C=C2)C(=O)C3=C(SC4=C3C=CC(=C4)O)C5=CC=C(C=C5)O. Cell line: DU-145. Drug 2: B(C(CC(C)C)NC(=O)C(CC1=CC=CC=C1)NC(=O)C2=NC=CN=C2)(O)O. (7) Drug 1: CC1=C(C=C(C=C1)NC2=NC=CC(=N2)N(C)C3=CC4=NN(C(=C4C=C3)C)C)S(=O)(=O)N.Cl. Drug 2: CCC1=C2CN3C(=CC4=C(C3=O)COC(=O)C4(CC)O)C2=NC5=C1C=C(C=C5)O. Cell line: SK-MEL-2. Synergy scores: CSS=15.8, Synergy_ZIP=-3.04, Synergy_Bliss=-0.0545, Synergy_Loewe=-21.8, Synergy_HSA=-3.21. (8) Drug 1: CC1=CC2C(CCC3(C2CCC3(C(=O)C)OC(=O)C)C)C4(C1=CC(=O)CC4)C. Drug 2: CN(CCCl)CCCl.Cl. Cell line: OVCAR3. Synergy scores: CSS=4.42, Synergy_ZIP=-1.55, Synergy_Bliss=1.41, Synergy_Loewe=-11.3, Synergy_HSA=-1.54. (9) Drug 1: CC1=C2C(C(=O)C3(C(CC4C(C3C(C(C2(C)C)(CC1OC(=O)C(C(C5=CC=CC=C5)NC(=O)OC(C)(C)C)O)O)OC(=O)C6=CC=CC=C6)(CO4)OC(=O)C)OC)C)OC. Drug 2: CC1=C(C(=CC=C1)Cl)NC(=O)C2=CN=C(S2)NC3=CC(=NC(=N3)C)N4CCN(CC4)CCO. Cell line: CCRF-CEM. Synergy scores: CSS=47.9, Synergy_ZIP=1.98, Synergy_Bliss=-1.97, Synergy_Loewe=-37.4, Synergy_HSA=-2.46. (10) Drug 1: CS(=O)(=O)CCNCC1=CC=C(O1)C2=CC3=C(C=C2)N=CN=C3NC4=CC(=C(C=C4)OCC5=CC(=CC=C5)F)Cl. Drug 2: CC(C)NC(=O)C1=CC=C(C=C1)CNNC.Cl. Cell line: NCI-H522. Synergy scores: CSS=10.9, Synergy_ZIP=-4.64, Synergy_Bliss=-4.40, Synergy_Loewe=-7.47, Synergy_HSA=-2.45.